From a dataset of Full USPTO retrosynthesis dataset with 1.9M reactions from patents (1976-2016). Predict the reactants needed to synthesize the given product. (1) Given the product [CH3:55][C@H:51]1[N:50]([CH:56]([CH3:58])[CH3:57])[C@@H:49]([CH3:48])[CH2:54][N:53]([CH2:2][C:3]2[S:4][CH:5]=[C:6]([C:8]([NH:10][C:11]3[CH:19]=[C:18]([C:20]4[CH:21]=[N:22][C:23]([O:31][CH3:32])=[C:24]([NH:26][S:27]([CH3:30])(=[O:28])=[O:29])[CH:25]=4)[CH:17]=[C:16]4[C:12]=3[CH:13]=[N:14][NH:15]4)=[O:9])[N:7]=2)[CH2:52]1, predict the reactants needed to synthesize it. The reactants are: Cl[CH2:2][C:3]1[S:4][CH:5]=[C:6]([C:8]([NH:10][C:11]2[CH:19]=[C:18]([C:20]3[CH:21]=[N:22][C:23]([O:31][CH3:32])=[C:24]([NH:26][S:27]([CH3:30])(=[O:29])=[O:28])[CH:25]=3)[CH:17]=[C:16]3[C:12]=2[CH:13]=[N:14][N:15]3S(C2C=CC=CC=2)(=O)=O)=[O:9])[N:7]=1.C(=O)([O-])[O-].[K+].[K+].[CH3:48][C@@H:49]1[CH2:54][NH:53][CH2:52][C@H:51]([CH3:55])[N:50]1[CH:56]([CH3:58])[CH3:57]. (2) The reactants are: F[C:2]1[CH:7]=[CH:6][C:5]([N+:8]([O-:10])=[O:9])=[CH:4][CH:3]=1.C1(C)[C:12]([NH2:19])=[C:13]([CH3:18])[C:14](N)=[CH:15][CH:16]=1.C([N:23]([CH2:26][CH3:27])[CH2:24][CH3:25])C. Given the product [N+:8]([C:5]1[CH:6]=[CH:7][C:2]([NH:19][CH2:12][C:13]2[CH:14]=[CH:15][CH:16]=[C:27]([CH2:26][NH:23][C:24]3[CH:25]=[CH:6][C:5]([N+:8]([O-:10])=[O:9])=[CH:4][CH:3]=3)[CH:18]=2)=[CH:3][CH:4]=1)([O-:10])=[O:9], predict the reactants needed to synthesize it.